Dataset: Forward reaction prediction with 1.9M reactions from USPTO patents (1976-2016). Task: Predict the product of the given reaction. (1) Given the reactants [Br:1][C:2]1[N:7]=[CH:6][C:5]([CH2:8][C@@H:9]([C:11]([O:13][C:14]([CH3:17])([CH3:16])[CH3:15])=[O:12])[NH2:10])=[CH:4][CH:3]=1.[CH2:18]([O:25][C:26](Cl)=[O:27])[C:19]1[CH:24]=[CH:23][CH:22]=[CH:21][CH:20]=1, predict the reaction product. The product is: [CH2:18]([O:25][C:26]([NH:10][C@H:9]([C:11]([O:13][C:14]([CH3:17])([CH3:16])[CH3:15])=[O:12])[CH2:8][C:5]1[CH:6]=[N:7][C:2]([Br:1])=[CH:3][CH:4]=1)=[O:27])[C:19]1[CH:24]=[CH:23][CH:22]=[CH:21][CH:20]=1. (2) Given the reactants N([O-])=O.[Na+].[N+]([O-])(O)=O.[Cl:9][C:10]1[CH:11]=[C:12]([C:16]2[C:25]3[C:20](=[CH:21][CH:22]=[C:23]([C:26]([C:35]4[CH:40]=[CH:39][C:38]([Cl:41])=[CH:37][CH:36]=4)([C:28]4[N:32]([CH3:33])[C:31](S)=[N:30][N:29]=4)[OH:27])[CH:24]=3)[N:19]=[C:18]([O:42][CH3:43])[CH:17]=2)[CH:13]=[CH:14][CH:15]=1, predict the reaction product. The product is: [Cl:9][C:10]1[CH:11]=[C:12]([C:16]2[C:25]3[C:20](=[CH:21][CH:22]=[C:23]([C:26]([C:35]4[CH:36]=[CH:37][C:38]([Cl:41])=[CH:39][CH:40]=4)([C:28]4[N:32]([CH3:33])[CH:31]=[N:30][N:29]=4)[OH:27])[CH:24]=3)[N:19]=[C:18]([O:42][CH3:43])[CH:17]=2)[CH:13]=[CH:14][CH:15]=1. (3) Given the reactants [CH3:1][O:2][C:3]1[C:11]([O:12][CH3:13])=[CH:10][C:6]([C:7]([NH2:9])=[O:8])=[C:5]([N+:14]([O-])=O)[CH:4]=1.[H][H], predict the reaction product. The product is: [NH2:14][C:5]1[CH:4]=[C:3]([O:2][CH3:1])[C:11]([O:12][CH3:13])=[CH:10][C:6]=1[C:7]([NH2:9])=[O:8]. (4) Given the reactants [NH2:1][C:2]1[N:6]([C:7]2[CH:8]=[CH:9][C:10]([Cl:14])=[C:11]([OH:13])[CH:12]=2)[N:5]=[C:4]([C:15]([CH3:18])([CH3:17])[CH3:16])[CH:3]=1.C1C=CC(P(C2C=CC=CC=2)C2C=CC=CC=2)=CC=1.[O:38]1[CH2:43][CH2:42][CH2:41][CH2:40][CH:39]1[O:44][CH2:45][CH2:46][CH2:47]O.CCOC(/N=N/C(OCC)=O)=O, predict the reaction product. The product is: [C:15]([C:4]1[CH:3]=[C:2]([NH2:1])[N:6]([C:7]2[CH:8]=[CH:9][C:10]([Cl:14])=[C:11]([O:13][CH2:47][CH2:46][CH2:45][O:44][CH:39]3[CH2:40][CH2:41][CH2:42][CH2:43][O:38]3)[CH:12]=2)[N:5]=1)([CH3:18])([CH3:17])[CH3:16]. (5) Given the reactants [NH2:1][C:2]1[CH:15]=[CH:14][C:13]2[NH:12][C:11]3[C:6](=[CH:7][C:8]([NH2:16])=[CH:9][CH:10]=3)[C:5](=[O:17])[C:4]=2[CH:3]=1.[Cl:18][CH2:19][CH2:20][C:21](Cl)=[O:22], predict the reaction product. The product is: [Cl:18][CH2:19][CH2:20][C:21]([NH:16][C:8]1[CH:9]=[CH:10][C:11]2[NH:12][C:13]3[C:4](=[CH:3][C:2]([NH:1][C:21](=[O:22])[CH2:20][CH2:19][Cl:18])=[CH:15][CH:14]=3)[C:5](=[O:17])[C:6]=2[CH:7]=1)=[O:22]. (6) Given the reactants [C:1]([O:5][C:6]([N:8]1[CH2:12][C@@H:11]([CH2:13][OH:14])[CH2:10][C@H:9]1[C:15]([O:17][C:18]([CH3:21])([CH3:20])[CH3:19])=[O:16])=[O:7])([CH3:4])([CH3:3])[CH3:2].S([O-])(O[CH3:26])(=O)=O.[OH-].[Na+], predict the reaction product. The product is: [C:1]([O:5][C:6]([N:8]1[CH2:12][C@@H:11]([CH2:13][O:14][CH3:26])[CH2:10][C@H:9]1[C:15]([O:17][C:18]([CH3:21])([CH3:20])[CH3:19])=[O:16])=[O:7])([CH3:3])([CH3:4])[CH3:2]. (7) Given the reactants [Cl:1][C:2]1[CH:7]=[CH:6][CH:5]=[CH:4][C:3]=1[C:8]1[C:9]([C:20]([OH:22])=O)=[CH:10][N:11]([C:13]2[CH:18]=[CH:17][N:16]=[C:15]([Cl:19])[CH:14]=2)[CH:12]=1.N.C[N:25](C(ON1N=NC2C=CC=CC1=2)=[N+](C)C)C.[B-](F)(F)(F)F.CCN(C(C)C)C(C)C, predict the reaction product. The product is: [Cl:1][C:2]1[CH:7]=[CH:6][CH:5]=[CH:4][C:3]=1[C:8]1[C:9]([C:20]([NH2:25])=[O:22])=[CH:10][N:11]([C:13]2[CH:18]=[CH:17][N:16]=[C:15]([Cl:19])[CH:14]=2)[CH:12]=1. (8) Given the reactants [CH2:1]1[C:5]2([CH2:10][CH2:9][NH:8][CH2:7][CH2:6]2)[CH2:4][CH2:3][N:2]1[C:11]([O:13][C:14]([CH3:17])([CH3:16])[CH3:15])=[O:12].Br[C:19]1[CH:24]=[CH:23][C:22]([F:25])=[CH:21][CH:20]=1.C1C=CC(P(C2C(C3C(P(C4C=CC=CC=4)C4C=CC=CC=4)=CC=C4C=3C=CC=C4)=C3C(C=CC=C3)=CC=2)C2C=CC=CC=2)=CC=1, predict the reaction product. The product is: [F:25][C:22]1[CH:23]=[CH:24][C:19]([N:8]2[CH2:7][CH2:6][C:5]3([CH2:1][N:2]([C:11]([O:13][C:14]([CH3:17])([CH3:16])[CH3:15])=[O:12])[CH2:3][CH2:4]3)[CH2:10][CH2:9]2)=[CH:20][CH:21]=1.